From a dataset of Catalyst prediction with 721,799 reactions and 888 catalyst types from USPTO. Predict which catalyst facilitates the given reaction. (1) Reactant: O[C@H:2]1[C@H:6]([CH3:7])[CH2:5][N:4]([C:8]([O:10][C:11]([CH3:14])([CH3:13])[CH3:12])=[O:9])[CH2:3]1.C(N(S(F)(F)[F:21])CC)C. Product: [F:21][C@H:2]1[C@@H:6]([CH3:7])[CH2:5][N:4]([C:8]([O:10][C:11]([CH3:14])([CH3:13])[CH3:12])=[O:9])[CH2:3]1. The catalyst class is: 503. (2) Reactant: C1(C)C=CC=CC=1.[C:8]([OH:11])(=O)[CH3:9].[Br:12][C:13]1[CH:30]=[CH:29][C:16]([CH2:17][CH:18]([C:23](=O)[CH2:24][CH2:25][CH2:26][CH3:27])[C:19]([O:21][CH3:22])=[O:20])=[CH:15][CH:14]=1.C([O-])(=O)C.[NH4+:35]. Product: [C:8]([NH:35]/[C:23](/[CH2:24][CH2:25][CH2:26][CH3:27])=[C:18](/[CH2:17][C:16]1[CH:29]=[CH:30][C:13]([Br:12])=[CH:14][CH:15]=1)\[C:19]([O:21][CH3:22])=[O:20])(=[O:11])[CH3:9]. The catalyst class is: 195. (3) Reactant: [C:1]([N:4]1[CH2:8][CH2:7][C:6]2([C:16]3[C:11](=[CH:12][CH:13]=[C:14]([CH:17]=[O:18])[CH:15]=3)[N:10]([C:19]([NH:21][C:22]3[S:23][C:24]([Cl:27])=[CH:25][N:26]=3)=[O:20])[CH2:9]2)[CH2:5]1)(=[O:3])[CH3:2].CC(=CC)C.P([O-])(O)(O)=[O:34].[Na+].Cl([O-])=O.[Na+].[Cl-].[NH4+]. Product: [C:1]([N:4]1[CH2:8][CH2:7][C:6]2([C:16]3[C:11](=[CH:12][CH:13]=[C:14]([C:17]([OH:34])=[O:18])[CH:15]=3)[N:10]([C:19](=[O:20])[NH:21][C:22]3[S:23][C:24]([Cl:27])=[CH:25][N:26]=3)[CH2:9]2)[CH2:5]1)(=[O:3])[CH3:2]. The catalyst class is: 371.